This data is from Tyrosyl-DNA phosphodiesterase HTS with 341,365 compounds. The task is: Binary Classification. Given a drug SMILES string, predict its activity (active/inactive) in a high-throughput screening assay against a specified biological target. (1) The molecule is s1c(N2CCOCC2)ccc1/C=N\NC(OC(C)(C)C)=O. The result is 0 (inactive). (2) The compound is Clc1c(Cc2c(n(Cc3ccc(cc3)C)ccc2=O)C)c(Cl)ccc1. The result is 0 (inactive). (3) The result is 0 (inactive). The compound is O1CCN(CC1)c1nc2c(n3c1nnc3)cc(cc2)C.